From a dataset of Catalyst prediction with 721,799 reactions and 888 catalyst types from USPTO. Predict which catalyst facilitates the given reaction. (1) Reactant: [CH2:1]([C:3]1[CH:23]=[CH:22][CH:21]=[C:20]([CH3:24])[C:4]=1[CH2:5][NH:6][C:7]1[C:12]([N+:13]([O-])=O)=[C:11]([NH:16][CH3:17])[CH:10]=[C:9]([O:18][CH3:19])[N:8]=1)[CH3:2]. Product: [CH2:1]([C:3]1[CH:23]=[CH:22][CH:21]=[C:20]([CH3:24])[C:4]=1[CH2:5][NH:6][C:7]1[C:12]([NH2:13])=[C:11]([NH:16][CH3:17])[CH:10]=[C:9]([O:18][CH3:19])[N:8]=1)[CH3:2]. The catalyst class is: 171. (2) Reactant: [Br:1][C:2]1[CH:7]=[C:6]([C:8]([F:11])([F:10])[F:9])[C:5]([NH:12][C:13](=[O:17])[O:14][CH2:15][CH3:16])=[C:4]([N+:18]([O-:20])=[O:19])[CH:3]=1.C(=O)([O-])[O-].[K+].[K+].[F:27][C:28]([F:38])([F:37])[C:29]1[CH:30]=[C:31]([CH:34]=[CH:35][CH:36]=1)[CH2:32]Br.Cl. Product: [Br:1][C:2]1[CH:7]=[C:6]([C:8]([F:10])([F:9])[F:11])[C:5]([N:12]([CH2:32][C:31]2[CH:34]=[CH:35][CH:36]=[C:29]([C:28]([F:27])([F:37])[F:38])[CH:30]=2)[C:13](=[O:17])[O:14][CH2:15][CH3:16])=[C:4]([N+:18]([O-:20])=[O:19])[CH:3]=1. The catalyst class is: 9. (3) Reactant: [H-].[Na+].[CH3:3][CH:4]([C:10]([O:12][CH2:13][CH3:14])=[O:11])[C:5]([O:7][CH2:8][CH3:9])=[O:6].Cl[C:16]1[CH:21]=[CH:20][N:19]=[C:18](CCl)[CH:17]=1.[C:24](=O)([O-])O.[Na+]. Product: [CH3:3][C:4]([CH2:24][C:16]1[CH:17]=[CH:18][N:19]=[CH:20][CH:21]=1)([C:5]([O:7][CH2:8][CH3:9])=[O:6])[C:10]([O:12][CH2:13][CH3:14])=[O:11]. The catalyst class is: 9. (4) Reactant: [NH:1]1[C:9]2[C:4](=[CH:5][CH:6]=[N:7][CH:8]=2)[CH:3]=[CH:2]1.I[CH:11]([CH3:13])[CH3:12]. Product: [CH:11]([N:1]1[C:9]2[C:4](=[CH:5][CH:6]=[N:7][CH:8]=2)[CH:3]=[CH:2]1)([CH3:13])[CH3:12]. The catalyst class is: 3. (5) Reactant: [Li]C(CC)C.C1CCCCC1.C(=O)=O.CC(C)=O.CN(CCN(C)C)C.[CH2:27]([N:29]([CH3:44])[C:30](=[O:43])[C:31]1[CH:36]=[CH:35][CH:34]=[CH:33][C:32]=1[N:37]([CH3:42])[C:38]([CH3:41])([CH3:40])[CH3:39])[CH3:28].[Cl:45]C(Cl)(Cl)C(Cl)(Cl)Cl. Product: [Cl:45][C:36]1[CH:35]=[CH:34][CH:33]=[C:32]([N:37]([C:38]([CH3:39])([CH3:40])[CH3:41])[CH3:42])[C:31]=1[C:30]([N:29]([CH2:27][CH3:28])[CH3:44])=[O:43]. The catalyst class is: 20. (6) Reactant: Cl[C:2]1[C:3]2[CH:10]=[C:9]([C:11]3[CH:18]=[CH:17][C:14]([C:15]#[N:16])=[CH:13][CH:12]=3)[NH:8][C:4]=2[N:5]=[CH:6][N:7]=1.C([N:21]([CH2:24][CH3:25])CC)C. Product: [C:11]1([C@H:24]([NH:21][C:2]2[C:3]3[CH:10]=[C:9]([C:11]4[CH:18]=[CH:17][C:14]([C:15]#[N:16])=[CH:13][CH:12]=4)[NH:8][C:4]=3[N:5]=[CH:6][N:7]=2)[CH3:25])[CH:18]=[CH:17][CH:14]=[CH:13][CH:12]=1. The catalyst class is: 12. (7) Reactant: [CH2:1]([O:3][C:4](=[O:41])[CH2:5][N:6]([C@H:14]([CH2:32][C:33]1[CH:38]=[CH:37][C:36]([O:39][CH3:40])=[CH:35][CH:34]=1)[C:15]([N:17]1[CH2:21][CH2:20][CH2:19][C@H:18]1[C:22]([O:24]CC1C=CC=CC=1)=[O:23])=[O:16])[C:7]([O:9][C:10]([CH3:13])([CH3:12])[CH3:11])=[O:8])[CH3:2]. Product: [CH2:1]([O:3][C:4](=[O:41])[CH2:5][N:6]([C@H:14]([CH2:32][C:33]1[CH:38]=[CH:37][C:36]([O:39][CH3:40])=[CH:35][CH:34]=1)[C:15]([N:17]1[CH2:21][CH2:20][CH2:19][C@H:18]1[C:22]([OH:24])=[O:23])=[O:16])[C:7]([O:9][C:10]([CH3:13])([CH3:12])[CH3:11])=[O:8])[CH3:2]. The catalyst class is: 19.